Dataset: Reaction yield outcomes from USPTO patents with 853,638 reactions. Task: Predict the reaction yield, written as a fraction of the theoretical maximum amount of product (1.0 means a 100% yield; for example, 0.34 means a 34% yield). (1) The reactants are [Cl:1][C:2]1[N:10]=[C:9]2[C:5]([N:6]=[CH:7][N:8]2[CH3:11])=[C:4]([N:12]2[CH2:17][CH2:16][O:15][CH2:14][CH2:13]2)[N:3]=1.CN(CCN(C)C)C.[Li]CCCC.[C:31]([O:35][C:36]([N:38]1[CH2:43][CH2:42][CH2:41][C:40](=[O:44])[CH2:39]1)=[O:37])([CH3:34])([CH3:33])[CH3:32]. The catalyst is C1COCC1. The product is [C:31]([O:35][C:36]([N:38]1[CH2:43][CH2:42][CH2:41][C:40]([C:7]2[N:8]([CH3:11])[C:9]3[C:5]([N:6]=2)=[C:4]([N:12]2[CH2:17][CH2:16][O:15][CH2:14][CH2:13]2)[N:3]=[C:2]([Cl:1])[N:10]=3)([OH:44])[CH2:39]1)=[O:37])([CH3:34])([CH3:32])[CH3:33]. The yield is 0.810. (2) The reactants are [Cl:1][C:2]1[C:11]([OH:12])=[CH:10][C:5]([C:6]([O:8][CH3:9])=[O:7])=[CH:4][N:3]=1.I[CH2:14][CH3:15]. No catalyst specified. The product is [Cl:1][C:2]1[C:11]([O:12][CH2:14][CH3:15])=[CH:10][C:5]([C:6]([O:8][CH3:9])=[O:7])=[CH:4][N:3]=1. The yield is 0.430. (3) The catalyst is CN(C=O)C. The yield is 0.957. The product is [CH:1]([C:3]1[N:7]([CH3:14])[C:6]([C:8]([O:10][CH3:11])=[O:9])=[CH:5][CH:4]=1)=[O:2]. The reactants are [CH:1]([C:3]1[NH:7][C:6]([C:8]([O:10][CH3:11])=[O:9])=[CH:5][CH:4]=1)=[O:2].[H-].[Na+].[CH3:14]I. (4) The reactants are [NH2:1][C:2]1[CH:9]=[CH:8][CH:7]=[C:6]([O:10][CH2:11][C:12]([NH2:15])([CH3:14])[CH3:13])[C:3]=1[C:4]#[N:5].C([O-])(O)=O.[Na+].[C:21](=O)([O:30]N1C(=O)CCC1=O)[O:22][CH2:23][C:24]1[CH:29]=[CH:28][CH:27]=[CH:26][CH:25]=1. The catalyst is C1COCC1.O. The product is [NH2:1][C:2]1[C:3]([C:4]#[N:5])=[C:6]([CH:7]=[CH:8][CH:9]=1)[O:10][CH2:11][C:12]([NH:15][C:21](=[O:30])[O:22][CH2:23][C:24]1[CH:29]=[CH:28][CH:27]=[CH:26][CH:25]=1)([CH3:13])[CH3:14]. The yield is 0.890. (5) The reactants are Cl[CH2:2][C@@H:3]([C:5]1[CH:6]=[N:7][CH:8]=[CH:9][CH:10]=1)[OH:4].C(=O)([O-])[O-].[K+].[K+]. The catalyst is C(#N)C. The product is [N:7]1[CH:8]=[CH:9][CH:10]=[C:5]([C@@H:3]2[CH2:2][O:4]2)[CH:6]=1. The yield is 0.940.